This data is from Reaction yield outcomes from USPTO patents with 853,638 reactions. The task is: Predict the reaction yield, written as a fraction of the theoretical maximum amount of product (1.0 means a 100% yield; for example, 0.34 means a 34% yield). (1) The product is [F:1][C:2]1[CH:3]=[C:4]([C:13]2[CH:17]=[C:16]([CH2:18][NH:19][C:20](=[S:32])[CH3:21])[O:15][N:14]=2)[CH:5]=[CH:6][C:7]=1[N:8]1[CH:12]=[CH:11][N:10]=[CH:9]1. The reactants are [F:1][C:2]1[CH:3]=[C:4]([C:13]2[CH:17]=[C:16]([CH2:18][NH:19][C:20](=O)[CH3:21])[O:15][N:14]=2)[CH:5]=[CH:6][C:7]=1[N:8]1[CH:12]=[CH:11][N:10]=[CH:9]1.COC1C=CC(P2(SP(C3C=CC(OC)=CC=3)(=S)S2)=[S:32])=CC=1. The catalyst is O1CCOCC1. The yield is 0.420. (2) The reactants are [Br:1][C:2]1[CH:3]=[C:4]2[CH:10]=[CH:9][N:8]([S:11]([C:14]3[CH:19]=[CH:18][CH:17]=[CH:16][CH:15]=3)(=[O:13])=[O:12])[C:5]2=[N:6][CH:7]=1.[Li+].CC([N-]C(C)C)C.Cl[Si:29]([CH3:32])([CH3:31])[CH3:30].C(OCC)(=O)C. The catalyst is C1COCC1. The product is [Br:1][C:2]1[CH:3]=[C:4]2[CH:10]=[C:9]([Si:29]([CH3:32])([CH3:31])[CH3:30])[N:8]([S:11]([C:14]3[CH:19]=[CH:18][CH:17]=[CH:16][CH:15]=3)(=[O:12])=[O:13])[C:5]2=[N:6][CH:7]=1. The yield is 0.660.